This data is from Reaction yield outcomes from USPTO patents with 853,638 reactions. The task is: Predict the reaction yield, written as a fraction of the theoretical maximum amount of product (1.0 means a 100% yield; for example, 0.34 means a 34% yield). (1) The reactants are [Br:1][C:2]1[CH:3]=[C:4]([C:9](=O)[CH3:10])[C:5](Cl)=[N:6][CH:7]=1.[NH2:12][NH2:13].C(=O)([O-])[O-].[K+].[K+]. The catalyst is O1CCCC1. The product is [Br:1][C:2]1[CH:3]=[C:4]2[C:9]([CH3:10])=[N:13][NH:12][C:5]2=[N:6][CH:7]=1. The yield is 0.714. (2) The reactants are [C:1]([NH:8][S:9]([CH:12]1[CH2:14][CH2:13]1)(=[O:11])=[O:10])([O:3][C:4]([CH3:7])([CH3:6])[CH3:5])=[O:2].[Li]CCCC.Br[CH2:21][C:22]1[CH:27]=[CH:26][CH:25]=[CH:24][CH:23]=1.[OH2:28]. The catalyst is C1COCC1.CCOC(C)=O. The product is [C:1]([NH:8][S:9]([C:12]1([O:28][CH2:21][C:22]2[CH:27]=[CH:26][CH:25]=[CH:24][CH:23]=2)[CH2:14][CH2:13]1)(=[O:10])=[O:11])([O:3][C:4]([CH3:7])([CH3:6])[CH3:5])=[O:2]. The yield is 0.300. (3) The reactants are [Cl:1][C:2]1[CH:10]=[CH:9][C:8]([OH:11])=[CH:7][C:3]=1[C:4]([NH2:6])=[O:5].CS(O[C@H:17]1[CH2:21][CH2:20][N:19]([C:22]([O:24][C:25]([CH3:28])([CH3:27])[CH3:26])=[O:23])[CH2:18]1)(=O)=O.C(=O)([O-])[O-].[Cs+].[Cs+]. The catalyst is C(#N)C. The product is [C:4]([C:3]1[CH:7]=[C:8]([CH:9]=[CH:10][C:2]=1[Cl:1])[O:11][C@H:21]1[CH2:17][CH2:18][N:19]([C:22]([O:24][C:25]([CH3:28])([CH3:27])[CH3:26])=[O:23])[CH2:20]1)(=[O:5])[NH2:6]. The yield is 0.749.